Task: Predict the reaction yield, written as a fraction of the theoretical maximum amount of product (1.0 means a 100% yield; for example, 0.34 means a 34% yield).. Dataset: Reaction yield outcomes from USPTO patents with 853,638 reactions (1) The yield is 0.790. The product is [C:1]([O:4][C:5]1[CH:10]=[CH:9][C:8]([CH2:11][Br:14])=[CH:7][CH:6]=1)(=[O:3])[CH3:2]. The catalyst is C(Cl)Cl. The reactants are [C:1]([O:4][C:5]1[CH:10]=[CH:9][C:8]([CH2:11]O)=[CH:7][CH:6]=1)(=[O:3])[CH3:2].C(Br)(Br)(Br)[Br:14].C1(P(C2C=CC=CC=2)C2C=CC=CC=2)C=CC=CC=1. (2) The reactants are Br[C:2]1[CH:3]=[N:4][C:5]([N:8]2[CH2:13][CH2:12][N:11]([C:14]([O:16][C:17]([CH3:20])([CH3:19])[CH3:18])=[O:15])[CH2:10][CH2:9]2)=[N:6][CH:7]=1.[Li]CCCC.[F:26][C:27]1[CH:38]=[CH:37][C:30]([C:31](N(OC)C)=[O:32])=[CH:29][CH:28]=1. The catalyst is C1COCC1. The product is [F:26][C:27]1[CH:38]=[CH:37][C:30]([C:31]([C:2]2[CH:3]=[N:4][C:5]([N:8]3[CH2:13][CH2:12][N:11]([C:14]([O:16][C:17]([CH3:20])([CH3:19])[CH3:18])=[O:15])[CH2:10][CH2:9]3)=[N:6][CH:7]=2)=[O:32])=[CH:29][CH:28]=1. The yield is 0.460.